Dataset: Drug-target binding data from BindingDB using IC50 measurements. Task: Regression. Given a target protein amino acid sequence and a drug SMILES string, predict the binding affinity score between them. We predict pIC50 (pIC50 = -log10(IC50 in M); higher means more potent). Dataset: bindingdb_ic50. The drug is CCCCC(=O)C=C(C)C=CCCC(=O)N1CCCC1=O. The target protein (P00639) has sequence MRGTRLMGLLLALAGLLQLGLSLKIAAFNIRTFGETKMSNATLASYIVRIVRRYDIVLIQEVRDSHLVAVGKLLDYLNQDDPNTYHYVVSEPLGRNSYKERYLFLFRPNKVSVLDTYQYDDGCESCGNDSFSREPAVVKFSSHSTKVKEFAIVALHSAPSDAVAEINSLYDVYLDVQQKWHLNDVMLMGDFNADCSYVTSSQWSSIRLRTSSTFQWLIPDSADTTATSTNCAYDRIVVAGSLLQSSVVPGSAAPFDFQAAYGLSNEMALAISDHYPVEVTLT. The pIC50 is 3.7.